This data is from CYP2C19 inhibition data for predicting drug metabolism from PubChem BioAssay. The task is: Regression/Classification. Given a drug SMILES string, predict its absorption, distribution, metabolism, or excretion properties. Task type varies by dataset: regression for continuous measurements (e.g., permeability, clearance, half-life) or binary classification for categorical outcomes (e.g., BBB penetration, CYP inhibition). Dataset: cyp2c19_veith. (1) The molecule is Br.N=C1c2ccccc2CN1NC(=O)c1ccc(Cl)cc1. The result is 0 (non-inhibitor). (2) The compound is Cc1ccc(Cn2nc(C)c(NC(=O)c3cc(-c4ccco4)on3)c2C)cc1. The result is 1 (inhibitor). (3) The compound is Cc1ccc(-n2c(-c3ccccc3)cc(=O)nc2C)cc1. The result is 0 (non-inhibitor). (4) The molecule is COC(=O)[C@@]1(Cc2ccc(F)cc2)[C@H]2c3cc(C(=O)N4CCCC4)n(CCc4ccccn4)c3C[C@H]2CN1C(=O)c1ccccc1. The result is 0 (non-inhibitor). (5) The molecule is O=c1c(C=Nc2ccc(Cl)cc2)c[nH]n1-c1cccc(Cl)n1. The result is 0 (non-inhibitor). (6) The drug is CCS(=O)(=O)N1CCC[C@H]2CN3CCc4cc(OC)ccc4[C@@H]3C[C@@H]21. The result is 0 (non-inhibitor). (7) The molecule is NC(N)=NCCN=C(N)N.O=S(=O)(O)O. The result is 0 (non-inhibitor).